This data is from Forward reaction prediction with 1.9M reactions from USPTO patents (1976-2016). The task is: Predict the product of the given reaction. Given the reactants [Cl:1][C:2]1[CH:7]=[CH:6][C:5]([N:8]2[CH2:13][CH2:12][CH:11]([C:14]([O:16]CC)=O)[CH2:10][CH2:9]2)=[CH:4][C:3]=1[O:19][CH3:20].[Cl:21][CH2:22]I.C(=O)=O.CC(C)=O.C[Li], predict the reaction product. The product is: [Cl:21][CH2:22][C:14]([CH:11]1[CH2:10][CH2:9][N:8]([C:5]2[CH:6]=[CH:7][C:2]([Cl:1])=[C:3]([O:19][CH3:20])[CH:4]=2)[CH2:13][CH2:12]1)=[O:16].